This data is from Reaction yield outcomes from USPTO patents with 853,638 reactions. The task is: Predict the reaction yield, written as a fraction of the theoretical maximum amount of product (1.0 means a 100% yield; for example, 0.34 means a 34% yield). (1) The reactants are [CH:1]1([C:4]2[C:5]([O:18][CH2:19][C:20]3([CH3:27])[CH2:25][CH2:24][C:23](=[CH2:26])[CH2:22][CH2:21]3)=[CH:6][C:7]([F:17])=[C:8]([CH:16]=2)[C:9]([O:11][C:12]([CH3:15])([CH3:14])[CH3:13])=[O:10])[CH2:3][CH2:2]1.Cl[CH2:29]I.C([Zn]CC)C. The catalyst is ClCCCl. The product is [C:12]([O:11][C:9](=[O:10])[C:8]1[CH:16]=[C:4]([CH:1]2[CH2:3][CH2:2]2)[C:5]([O:18][CH2:19][C:20]2([CH3:27])[CH2:25][CH2:24][C:23]3([CH2:29][CH2:26]3)[CH2:22][CH2:21]2)=[CH:6][C:7]=1[F:17])([CH3:14])([CH3:13])[CH3:15]. The yield is 0.930. (2) The reactants are [NH:1]1[C:9]2[C:4](=[CH:5][C:6]([NH:10][C:11]3[N:16]4[N:17]=[CH:18][C:19]([C:20](O)=[O:21])=[C:15]4[N:14]=[CH:13][C:12]=3[C:23]([N:25]3[CH2:30][CH2:29][CH:28]([C:31]4[CH:36]=[CH:35][CH:34]=[CH:33][CH:32]=4)[CH2:27][CH2:26]3)=[O:24])=[CH:7][CH:8]=2)[CH:3]=[CH:2]1.[CH2:37]([S:39]([NH2:42])(=[O:41])=[O:40])[CH3:38]. No catalyst specified. The product is [NH:1]1[C:9]2[C:4](=[CH:5][C:6]([NH:10][C:11]3[N:16]4[N:17]=[CH:18][C:19]([C:20]([NH:42][S:39]([CH2:37][CH3:38])(=[O:41])=[O:40])=[O:21])=[C:15]4[N:14]=[CH:13][C:12]=3[C:23]([N:25]3[CH2:26][CH2:27][CH:28]([C:31]4[CH:36]=[CH:35][CH:34]=[CH:33][CH:32]=4)[CH2:29][CH2:30]3)=[O:24])=[CH:7][CH:8]=2)[CH:3]=[CH:2]1. The yield is 0.350. (3) The reactants are C([O:5][C:6]1[CH:11]=[CH:10][C:9]([CH2:12][CH:13]([NH:35][C:36](=[O:53])[CH2:37][CH:38]([NH:42][C:43]([NH:45][CH2:46][C:47]2[CH:52]=[CH:51][CH:50]=[CH:49][CH:48]=2)=[O:44])[CH2:39][CH:40]=[CH2:41])[C:14](=[O:34])[N:15]([CH2:26][CH:27](OCC)OCC)[CH2:16][C:17]2[CH:18]=[CH:19][CH:20]=[C:21]3[C:25]=2[NH:24][N:23]=[CH:22]3)=[CH:8][CH:7]=1)(C)(C)C. The catalyst is C(O)=O. The product is [CH2:46]([NH:45][C:43]([N:42]1[CH:38]([CH2:39][CH:40]=[CH2:41])[CH2:37][C:36](=[O:53])[N:35]2[CH:13]([CH2:12][C:9]3[CH:10]=[CH:11][C:6]([OH:5])=[CH:7][CH:8]=3)[C:14](=[O:34])[N:15]([CH2:16][C:17]3[CH:18]=[CH:19][CH:20]=[C:21]4[C:25]=3[NH:24][N:23]=[CH:22]4)[CH2:26][CH:27]12)=[O:44])[C:47]1[CH:48]=[CH:49][CH:50]=[CH:51][CH:52]=1. The yield is 0.300.